This data is from Full USPTO retrosynthesis dataset with 1.9M reactions from patents (1976-2016). The task is: Predict the reactants needed to synthesize the given product. Given the product [OH:14][CH2:13][C:12]([NH:11][C:8]([C:5]1[CH:4]=[CH:3][C:2]([Cl:1])=[CH:7][N:6]=1)=[O:10])([CH3:16])[CH3:15], predict the reactants needed to synthesize it. The reactants are: [Cl:1][C:2]1[CH:3]=[CH:4][C:5]([C:8]([OH:10])=O)=[N:6][CH:7]=1.[NH2:11][C:12]([CH3:16])([CH3:15])[CH2:13][OH:14].